This data is from Reaction yield outcomes from USPTO patents with 853,638 reactions. The task is: Predict the reaction yield, written as a fraction of the theoretical maximum amount of product (1.0 means a 100% yield; for example, 0.34 means a 34% yield). (1) The reactants are [CH:1](=O)[C:2]1[CH:7]=[CH:6][CH:5]=[CH:4][CH:3]=1.[CH2:9]([SH:13])[CH2:10][CH2:11][SH:12].B(F)(F)F.CCOCC. The catalyst is C(Cl)Cl. The product is [C:2]1([CH:1]2[S:13][CH2:9][CH2:10][CH2:11][S:12]2)[CH:7]=[CH:6][CH:5]=[CH:4][CH:3]=1. The yield is 0.870. (2) The reactants are F[P-](F)(F)(F)(F)F.N1(OC(N(C)C)=[N+](C)C)C2N=CC=CC=2N=N1.[C:25]([O:29][C:30]([NH:32][C:33]1([C:48]([OH:50])=O)[CH2:38][CH2:37][N:36]([C:39]2[C:40]3[CH:47]=[CH:46][NH:45][C:41]=3[N:42]=[CH:43][N:44]=2)[CH2:35][CH2:34]1)=[O:31])([CH3:28])([CH3:27])[CH3:26].C(N(C(C)C)C(C)C)C.[NH2:60][CH:61]([C:67]1[CH:72]=[CH:71][C:70]([Cl:73])=[CH:69][CH:68]=1)[CH2:62][S:63]([NH2:66])(=[O:65])=[O:64]. The catalyst is CN1C(=O)CCC1.O. The product is [Cl:73][C:70]1[CH:69]=[CH:68][C:67]([CH:61]([NH:60][C:48]([C:33]2([NH:32][C:30](=[O:31])[O:29][C:25]([CH3:26])([CH3:27])[CH3:28])[CH2:34][CH2:35][N:36]([C:39]3[C:40]4[CH:47]=[CH:46][NH:45][C:41]=4[N:42]=[CH:43][N:44]=3)[CH2:37][CH2:38]2)=[O:50])[CH2:62][S:63](=[O:64])(=[O:65])[NH2:66])=[CH:72][CH:71]=1. The yield is 0.850. (3) The reactants are C(N(CC)CC)C.[Cl:8][C:9]1[C:10]([N:15]2[CH:19]([C:20]([O:22][CH2:23][CH3:24])=[O:21])[CH2:18][C:17](=[O:25])[NH:16]2)=[N:11][CH:12]=[CH:13][CH:14]=1.[C:26]1([CH3:36])[CH:31]=[CH:30][C:29]([S:32](Cl)(=[O:34])=[O:33])=[CH:28][CH:27]=1. The catalyst is ClCCl.C1(C)C=CC(S(Cl)(=O)=O)=CC=1.C(N(CC)CC)C. The product is [Cl:8][C:9]1[C:10]([N:15]2[CH:19]([C:20]([O:22][CH2:23][CH3:24])=[O:21])[CH2:18][C:17]([O:25][S:32]([C:29]3[CH:30]=[CH:31][C:26]([CH3:36])=[CH:27][CH:28]=3)(=[O:34])=[O:33])=[N:16]2)=[N:11][CH:12]=[CH:13][CH:14]=1. The yield is 0.870. (4) The reactants are C(NC(C)C)(C)C.[Li]CCCC.[Cl:13][C:14]1[CH:19]=[CH:18][C:17]([C:20]2[S:21][CH:22]=[CH:23][N:24]=2)=[CH:16][CH:15]=1.[N:25]1[CH:30]=[CH:29][C:28]([C:31](=[O:33])[CH3:32])=[CH:27][CH:26]=1. The catalyst is C1COCC1. The product is [Cl:13][C:14]1[CH:15]=[CH:16][C:17]([C:20]2[S:21][C:22]([C:31]([C:28]3[CH:29]=[CH:30][N:25]=[CH:26][CH:27]=3)([OH:33])[CH3:32])=[CH:23][N:24]=2)=[CH:18][CH:19]=1. The yield is 0.310.